From a dataset of Reaction yield outcomes from USPTO patents with 853,638 reactions. Predict the reaction yield, written as a fraction of the theoretical maximum amount of product (1.0 means a 100% yield; for example, 0.34 means a 34% yield). (1) The reactants are [OH-].[Na+].[CH3:3][C@@H:4]1[CH2:9][O:8][CH2:7][CH2:6][N:5]1[C:10]1[CH:15]=[C:14]([C:16]2([S:19]([CH3:22])(=[NH:21])=[O:20])[CH2:18][CH2:17]2)[N:13]=[C:12]([C:23]2[CH:28]=[CH:27][N:26]=[C:25]3[N:29](S(C4C=CC(C)=CC=4)(=O)=O)[CH:30]=[CH:31][C:24]=23)[N:11]=1.O.Cl. The catalyst is COCCOC. The product is [CH3:3][C@@H:4]1[CH2:9][O:8][CH2:7][CH2:6][N:5]1[C:10]1[CH:15]=[C:14]([C:16]2([S:19]([CH3:22])(=[NH:21])=[O:20])[CH2:18][CH2:17]2)[N:13]=[C:12]([C:23]2[CH:28]=[CH:27][N:26]=[C:25]3[NH:29][CH:30]=[CH:31][C:24]=23)[N:11]=1. The yield is 0.600. (2) The reactants are [Cl:1][C:2]1[CH:7]=[CH:6][C:5]([S:8]([N:11]([C@H:20]([CH2:24][CH:25]([CH3:27])[CH3:26])[C:21]([NH2:23])=[O:22])[CH2:12][C:13]2[CH:18]=[CH:17][C:16]([NH2:19])=[CH:15][CH:14]=2)(=[O:10])=[O:9])=[CH:4][CH:3]=1.CCN(CC)CC.[C:35](Cl)(=[O:37])[CH3:36]. The catalyst is C(Cl)Cl. The product is [C:35]([NH:19][C:16]1[CH:17]=[CH:18][C:13]([CH2:12][N:11]([C@H:20]([CH2:24][CH:25]([CH3:27])[CH3:26])[C:21]([NH2:23])=[O:22])[S:8]([C:5]2[CH:4]=[CH:3][C:2]([Cl:1])=[CH:7][CH:6]=2)(=[O:9])=[O:10])=[CH:14][CH:15]=1)(=[O:37])[CH3:36]. The yield is 0.410. (3) The reactants are [OH2:1].Cl.O[NH2:4].C(=O)([O-])[O-].[Na+].[Na+].[O:11]1[C:15]2([CH2:20][CH2:19][CH2:18][CH2:17][CH2:16]2)[O:14][CH2:13][C@@H:12]1[CH:21]=O. The catalyst is C1COCC1. The product is [O:11]1[C:15]2([CH2:20][CH2:19][CH2:18][CH2:17][CH2:16]2)[O:14][CH2:13][C@@H:12]1[CH:21]=[N:4][OH:1]. The yield is 0.990. (4) The reactants are [F:1][C:2]([F:7])([F:6])[C:3]([OH:5])=[O:4].[CH:8]12[CH2:17][CH:12]3[CH2:13][CH:14]([CH2:16][CH:10]([CH2:11]3)[CH:9]1[NH:18][C:19]([CH:21]1[CH2:25][CH2:24][CH2:23][NH:22]1)=[O:20])[CH2:15]2.C(N(CC)C(C)C)(C)C.Br[CH2:36][C:37]1[CH:45]=[CH:44][C:40]([C:41]([OH:43])=[O:42])=[CH:39][CH:38]=1.CS(C)=O. The catalyst is CO. The product is [C:3]([OH:5])([C:2]([F:7])([F:6])[F:1])=[O:4].[CH:10]12[CH2:11][CH:12]3[CH2:13][CH:14]([CH2:15][CH:8]([CH2:17]3)[CH:9]1[NH:18][C:19]([CH:21]1[CH2:25][CH2:24][CH2:23][N:22]1[CH2:36][C:37]1[CH:45]=[CH:44][C:40]([C:41]([OH:43])=[O:42])=[CH:39][CH:38]=1)=[O:20])[CH2:16]2. The yield is 0.00100.